Dataset: Full USPTO retrosynthesis dataset with 1.9M reactions from patents (1976-2016). Task: Predict the reactants needed to synthesize the given product. (1) The reactants are: C(=O)([O-])[O-].[Na+].[Na+].Cl[C:8]1[N:13]=[CH:12][C:11]([C:14]2([C:17]([O:19][CH2:20][CH3:21])=[O:18])[CH2:16][CH2:15]2)=[CH:10][CH:9]=1.[C:22]1(B(O)O)[CH:27]=[CH:26][CH:25]=[CH:24][CH:23]=1.C(O)C. Given the product [C:22]1([C:8]2[N:13]=[CH:12][C:11]([C:14]3([C:17]([O:19][CH2:20][CH3:21])=[O:18])[CH2:16][CH2:15]3)=[CH:10][CH:9]=2)[CH:27]=[CH:26][CH:25]=[CH:24][CH:23]=1, predict the reactants needed to synthesize it. (2) Given the product [C:34]1([S:21]([C:14]2[C:13]([C:6]([OH:30])=[O:5])=[C:12]3[C:17]([CH2:18][CH2:19][CH:10]([CH2:9][N:7]([C:6]([O:5][C:1]([CH3:4])([CH3:2])[CH3:3])=[O:30])[CH3:8])[O:11]3)=[CH:16][CH:15]=2)(=[O:22])=[O:23])[CH:32]=[CH:35][CH:3]=[CH:1][CH:2]=1, predict the reactants needed to synthesize it. The reactants are: [C:1]([O:5][C:6](=[O:30])[N:7]([CH2:9][CH:10]1[CH2:19][C:18](=O)[C:17]2[C:12](=[CH:13][C:14]([S:21](C3C=CC=CC=3)(=[O:23])=[O:22])=[CH:15][CH:16]=2)[O:11]1)[CH3:8])([CH3:4])([CH3:3])[CH3:2].[Li][C:32]([CH3:35])([CH3:34])C.